The task is: Predict the product of the given reaction.. This data is from Forward reaction prediction with 1.9M reactions from USPTO patents (1976-2016). (1) Given the reactants [NH2:1][C:2]1[CH:11]=[C:10]2[C:5]([CH:6]=[CH:7][CH:8]=[N:9]2)=[CH:4][CH:3]=1.[Br:12][C:13]1[CH:21]=[CH:20][C:16]([C:17](O)=[O:18])=[CH:15][C:14]=1[O:22][CH3:23], predict the reaction product. The product is: [Br:12][C:13]1[CH:21]=[CH:20][C:16]([C:17]([NH:1][C:2]2[CH:11]=[C:10]3[C:5]([CH:6]=[CH:7][CH:8]=[N:9]3)=[CH:4][CH:3]=2)=[O:18])=[CH:15][C:14]=1[O:22][CH3:23]. (2) Given the reactants [Cl:1][C:2]1[CH:18]=[CH:17][C:5]([C:6]([N:8]([C:10]2[CH:15]=[CH:14][CH:13]=[CH:12][C:11]=2[OH:16])[CH3:9])=[O:7])=[CH:4][C:3]=1[C:19]1[CH:20]=[N:21][C:22]([Cl:26])=[CH:23][C:24]=1[CH3:25].C[CH:28]([CH2:33][CH2:34][CH3:35])[C:29]([O:31]Br)=[O:30].[C:36]([O-])([O-])=O.[K+].[K+].C(OCC)(=O)C, predict the reaction product. The product is: [CH3:36][O:31][C:29](=[O:30])[CH2:28][CH2:33][CH2:34][CH2:35][O:16][C:11]1[CH:12]=[CH:13][CH:14]=[CH:15][C:10]=1[N:8]([C:6](=[O:7])[C:5]1[CH:17]=[CH:18][C:2]([Cl:1])=[C:3]([C:19]2[CH:20]=[N:21][C:22]([Cl:26])=[CH:23][C:24]=2[CH3:25])[CH:4]=1)[CH3:9].